This data is from Blood-brain barrier permeability classification from the B3DB database. The task is: Regression/Classification. Given a drug SMILES string, predict its absorption, distribution, metabolism, or excretion properties. Task type varies by dataset: regression for continuous measurements (e.g., permeability, clearance, half-life) or binary classification for categorical outcomes (e.g., BBB penetration, CYP inhibition). Dataset: b3db_classification. (1) The molecule is CCCCCCN1CCN(c2ccc(I)cc2)CC1. The result is 1 (penetrates BBB). (2) The drug is CCOC(=O)Oc1ccc(CCNC(=O)C(CCSC)NC(C)=O)cc1OC(=O)OCC. The result is 0 (does not penetrate BBB). (3) The result is 1 (penetrates BBB). The compound is COc1ccc(CCN2CCN(CCCc3ccccc3I)CC2)cc1OC. (4) The molecule is CCOC(=O)C1(c2ccccc2)CCN(CCc2ccc(N)cc2)CC1. The result is 1 (penetrates BBB). (5) The molecule is Cc1ncsc1CCC(=O)N[C@@H](c1cnn(C)c1)C1CC(O)C1. The result is 1 (penetrates BBB). (6) The molecule is CC[C@@]1(c2ccccc2)CCC(=O)NC1=O. The result is 1 (penetrates BBB). (7) The compound is C[C@@H]1[C@@H]2Cc3ccc(O)cc3C1(C)CCN2C. The result is 1 (penetrates BBB).